This data is from Full USPTO retrosynthesis dataset with 1.9M reactions from patents (1976-2016). The task is: Predict the reactants needed to synthesize the given product. (1) Given the product [CH2:14]([O:16][C:17](=[O:22])[CH:18]([C:19]#[N:20])[NH:21][C:7]([C:2]1[CH:3]=[CH:4][CH:5]=[CH:6][N:1]=1)=[O:9])[CH3:15], predict the reactants needed to synthesize it. The reactants are: [N:1]1[CH:6]=[CH:5][CH:4]=[CH:3][C:2]=1[C:7]([OH:9])=O.S(Cl)(Cl)=O.[CH2:14]([O:16][C:17](=[O:22])[CH:18]([NH2:21])[C:19]#[N:20])[CH3:15].C(N(CC)CC)C. (2) Given the product [CH:1]1[C:13]2[C:12]3([C:25]4[CH:24]=[C:23]([C:26]([OH:28])=[O:27])[CH:22]=[CH:21][C:20]=4[C:19]4[C:14]3=[CH:15][CH:16]=[CH:17][CH:18]=4)[C:11]3[C:6](=[CH:7][CH:8]=[CH:9][CH:10]=3)[C:5]=2[CH:4]=[CH:3][C:2]=1[C:35]([OH:37])=[O:36], predict the reactants needed to synthesize it. The reactants are: [CH:1]1[C:13]2[C:12]3([C:25]4[CH:24]=[C:23]([C:26]([OH:28])=[O:27])[CH:22]=[CH:21][C:20]=4[C:19]4[C:14]3=[CH:15][C:16](C(O)=O)=[CH:17][CH:18]=4)[C:11]3[C:6](=[CH:7][CH:8]=[C:9](C(O)=O)[CH:10]=3)[C:5]=2[CH:4]=[CH:3][C:2]=1[C:35]([OH:37])=[O:36].BrC1C=CC2C3C(=CC(Br)=CC=3)C3(C4C=C(Br)C=CC=4C4C3=CC(Br)=CC=4)C=2C=1.C1C2C3(C4C=C(C(O)=O)C=CC=4C4C3=CC=CC=4)C3C(=CC=C(C(O)=O)C=3)C=2C=CC=1C(O)=O.BrC1C=CC2C3C(=CC(Br)=CC=3)C3(C4C=C(Br)C=CC=4C4C3=CC=CC=4)C=2C=1.C1C2C3(C4C=C(C(O)=O)C=C(C(O)=O)C=4C4C3=CC(C(O)=O)=CC=4)C3C(=CC=C(C(O)=O)C=3)C=2C(C(O)=O)=CC=1C(O)=O.BrC1C=C(Br)C2C3C(=CC(Br)=CC=3)C3(C4C=C(Br)C=C(Br)C=4C4C3=CC(Br)=CC=4)C=2C=1. (3) Given the product [CH:27]1([C:33]([NH:1][C:2]2[CH:7]=[CH:6][C:5]([C:8]3[NH:9][C:10]4[CH:16]=[C:15]([C:17]([F:20])([F:19])[F:18])[CH:14]=[CH:13][C:11]=4[N:12]=3)=[CH:4][CH:3]=2)=[O:34])[CH2:32][CH2:31][CH2:30][CH2:29][CH2:28]1, predict the reactants needed to synthesize it. The reactants are: [NH2:1][C:2]1[CH:7]=[CH:6][C:5]([C:8]2[NH:9][C:10]3[CH:16]=[C:15]([C:17]([F:20])([F:19])[F:18])[CH:14]=[CH:13][C:11]=3[N:12]=2)=[CH:4][CH:3]=1.C([O-])([O-])=O.[K+].[K+].[CH:27]1([C:33](Cl)=[O:34])[CH2:32][CH2:31][CH2:30][CH2:29][CH2:28]1.[Cl-].[Na+].